From a dataset of NCI-60 drug combinations with 297,098 pairs across 59 cell lines. Regression. Given two drug SMILES strings and cell line genomic features, predict the synergy score measuring deviation from expected non-interaction effect. Drug 1: C1=NC(=NC(=O)N1C2C(C(C(O2)CO)O)O)N. Drug 2: CCN(CC)CCNC(=O)C1=C(NC(=C1C)C=C2C3=C(C=CC(=C3)F)NC2=O)C. Cell line: PC-3. Synergy scores: CSS=17.5, Synergy_ZIP=-6.35, Synergy_Bliss=-4.58, Synergy_Loewe=-9.98, Synergy_HSA=-1.92.